The task is: Predict which catalyst facilitates the given reaction.. This data is from Catalyst prediction with 721,799 reactions and 888 catalyst types from USPTO. (1) Reactant: [CH3:1][C:2]1[CH:3]=[C:4]([C:8](=O)[CH2:9][CH2:10][CH3:11])[CH:5]=[N:6][CH:7]=1.C([O-])=O.[NH4+:16].Cl. Product: [CH3:1][C:2]1[CH:3]=[C:4]([CH:8]([NH2:16])[CH2:9][CH2:10][CH3:11])[CH:5]=[N:6][CH:7]=1. The catalyst class is: 5. (2) Reactant: Br[CH:2]=[C:3]([C:5]1[CH:10]=[CH:9][N:8]=[CH:7][CH:6]=1)[CH3:4].P([O-])([O-])([O-])=O.[K+].[K+].[K+].N1CCC[C@H]1C(O)=O.N#N.[CH2:29]([N:32]1[CH2:45][CH2:44][C:35]2[NH:36][C:37]3[CH:38]=[CH:39][C:40]([CH3:43])=[CH:41][C:42]=3[C:34]=2[CH2:33]1)[CH:30]=[CH2:31]. Product: [CH2:29]([N:32]1[CH2:45][CH2:44][C:35]2[N:36](/[CH:2]=[C:3](/[C:5]3[CH:10]=[CH:9][N:8]=[CH:7][CH:6]=3)\[CH3:4])[C:37]3[CH:38]=[CH:39][C:40]([CH3:43])=[CH:41][C:42]=3[C:34]=2[CH2:33]1)[CH:30]=[CH2:31]. The catalyst class is: 3.